Dataset: Forward reaction prediction with 1.9M reactions from USPTO patents (1976-2016). Task: Predict the product of the given reaction. (1) Given the reactants [Br:1][C:2]1[C:3](Cl)=[N:4][C:5]([Cl:8])=[N:6][CH:7]=1.[NH2:10][CH:11]1[CH2:16][CH2:15][CH:14]([OH:17])[CH2:13][CH2:12]1.CCN(C(C)C)C(C)C, predict the reaction product. The product is: [Br:1][C:2]1[C:3]([NH:10][CH:11]2[CH2:16][CH2:15][CH:14]([OH:17])[CH2:13][CH2:12]2)=[N:4][C:5]([Cl:8])=[N:6][CH:7]=1. (2) Given the reactants [F:1][C:2]1[CH:3]=[C:4]([CH:6]=[C:7]([F:15])[C:8]=1[N:9]1[CH2:14][CH2:13][O:12][CH2:11][CH2:10]1)[NH2:5].[C:16]([CH:19]=[C:20]=[O:21])(=[O:18])[CH3:17], predict the reaction product. The product is: [F:15][C:7]1[CH:6]=[C:4]([NH:5][C:20](=[O:21])[CH2:19][C:16](=[O:18])[CH3:17])[CH:3]=[C:2]([F:1])[C:8]=1[N:9]1[CH2:14][CH2:13][O:12][CH2:11][CH2:10]1. (3) Given the reactants [Cl:1][C:2]1[C:3]2[CH2:19][CH2:18][CH2:17][O:16][C:4]=2[N:5]=[C:6](/[CH:8]=C/C2C=CC=CC=2)[N:7]=1.[O:20]1CCOCC1.O, predict the reaction product. The product is: [Cl:1][C:2]1[C:3]2[CH2:19][CH2:18][CH2:17][O:16][C:4]=2[N:5]=[C:6]([CH:8]=[O:20])[N:7]=1. (4) Given the reactants [CH3:1][O:2][C:3]1[CH:4]=[C:5]2[C:10](=[CH:11][C:12]=1[O:13][CH3:14])[N:9]=[CH:8][CH:7]=[C:6]2[O:15][C:16]1[CH:22]=[CH:21][C:19]([NH2:20])=[C:18]([CH3:23])[C:17]=1[CH3:24].C(N(CC)CC)C.[C:32](Cl)(Cl)=[S:33].[CH:36]1([NH:42][NH2:43])[CH2:41][CH2:40][CH2:39][CH2:38][CH2:37]1, predict the reaction product. The product is: [CH3:1][O:2][C:3]1[CH:4]=[C:5]2[C:10](=[CH:11][C:12]=1[O:13][CH3:14])[N:9]=[CH:8][CH:7]=[C:6]2[O:15][C:16]1[CH:22]=[CH:21][C:19]([NH:20][C:32]([NH:43][NH:42][CH:36]2[CH2:41][CH2:40][CH2:39][CH2:38][CH2:37]2)=[S:33])=[C:18]([CH3:23])[C:17]=1[CH3:24].